The task is: Predict the reaction yield, written as a fraction of the theoretical maximum amount of product (1.0 means a 100% yield; for example, 0.34 means a 34% yield).. This data is from Reaction yield outcomes from USPTO patents with 853,638 reactions. The reactants are [N+:1]([C:4]1[CH:9]=[CH:8][C:7]([C:10]2([C:13]([O:15][CH3:16])=[O:14])[CH2:12][CH2:11]2)=[CH:6][CH:5]=1)([O-])=O. The catalyst is CO.[Ni]. The product is [NH2:1][C:4]1[CH:5]=[CH:6][C:7]([C:10]2([C:13]([O:15][CH3:16])=[O:14])[CH2:12][CH2:11]2)=[CH:8][CH:9]=1. The yield is 0.660.